Predict the product of the given reaction. From a dataset of Forward reaction prediction with 1.9M reactions from USPTO patents (1976-2016). Given the reactants Br[C:2]1[CH:7]=[CH:6][C:5]([F:8])=[CH:4][N:3]=1.[C:9]([Cu])#[N:10].[C-]#N.[Na+].C([O-])([O-])=O.[K+].[K+], predict the reaction product. The product is: [F:8][C:5]1[CH:6]=[CH:7][C:2]([C:9]#[N:10])=[N:3][CH:4]=1.